This data is from Full USPTO retrosynthesis dataset with 1.9M reactions from patents (1976-2016). The task is: Predict the reactants needed to synthesize the given product. (1) The reactants are: Cl[C:2]1[CH:7]=[C:6]([C:8]2[CH:13]=[CH:12][CH:11]=[CH:10][CH:9]=2)[N:5]=[C:4]2[CH:14]=[CH:15][NH:16][C:3]=12.[C-]#N.[K+].[CH3:20][N:21](C)CCN(C)C.C1(P(C2C=CC=CC=2)CCCCCP(C2C=CC=CC=2)C2C=CC=CC=2)C=CC=CC=1. Given the product [C:8]1([C:6]2[N:5]=[C:4]3[CH:14]=[CH:15][NH:16][C:3]3=[C:2]([C:20]#[N:21])[CH:7]=2)[CH:13]=[CH:12][CH:11]=[CH:10][CH:9]=1, predict the reactants needed to synthesize it. (2) The reactants are: NC[C:3]1[CH:4]=[C:5]([CH:9]2[N:12]([C:13]3[CH:18]=[CH:17][C:16]([F:19])=[CH:15][CH:14]=3)[C:11](=[O:20])[CH:10]2[CH2:21][CH2:22][CH:23]([C:25]2[CH:30]=[CH:29][C:28]([F:31])=[CH:27][CH:26]=2)[OH:24])[CH:6]=[CH:7][CH:8]=1.[OH:32][CH:33]([CH:58]([OH:65])[CH:59]([OH:64])[CH:60]([OH:63])[CH2:61][OH:62])[C:34](=[O:57])COCCOCCNC(COCCOCCOCC(O)=O)=O.C(N=C=NC(C)C)(C)C.O[C:76]1[C:84]2[N:83]=N[NH:81][C:80]=2[CH:79]=[CH:78][CH:77]=1.CN(C)C=[O:88]. Given the product [F:19][C:16]1[CH:15]=[CH:14][C:13]([N:12]2[C:11](=[O:20])[CH:10]([CH2:21][CH2:22][CH:23]([C:25]3[CH:26]=[CH:27][C:28]([F:31])=[CH:29][CH:30]=3)[OH:24])[CH:9]2[C:5]2[CH:4]=[C:3]([NH:83][C:84]([CH2:76][CH2:77][CH2:78][CH2:79][CH2:80][NH:81][C:34](=[O:57])[CH:33]([OH:32])[CH:58]([OH:65])[CH:59]([OH:64])[CH:60]([OH:63])[CH2:61][OH:62])=[O:88])[CH:8]=[CH:7][CH:6]=2)=[CH:18][CH:17]=1, predict the reactants needed to synthesize it. (3) Given the product [C:1]([C:4]1[CH:5]=[CH:6][C:7]2[O:11][C:10](=[O:12])[N:9]([CH3:16])[C:8]=2[CH:13]=1)(=[O:3])[CH3:2], predict the reactants needed to synthesize it. The reactants are: [C:1]([C:4]1[CH:5]=[CH:6][C:7]2[O:11][C:10](=[O:12])[NH:9][C:8]=2[CH:13]=1)(=[O:3])[CH3:2].CI.[C:16](=O)([O-])[O-].[Cs+].[Cs+]. (4) Given the product [CH3:29][CH:28]([O:27][C:25]([N:13]1[C:12]([C:17]2[CH:22]=[CH:21][C:20]([Cl:23])=[CH:19][CH:18]=2)=[C:11]2[C:15](=[C:8]([C:5]3[CH:4]=[CH:3][C:2]([Cl:1])=[CH:7][CH:6]=3)[N:9]([C:25]([O:27][CH:28]([CH2:30][CH2:31][CH2:32][CH2:33][CH3:34])[CH3:29])=[O:35])[C:10]2=[O:24])[C:14]1=[O:16])=[O:35])[CH2:30][CH2:31][CH2:32][CH2:33][CH3:34], predict the reactants needed to synthesize it. The reactants are: [Cl:1][C:2]1[CH:7]=[CH:6][C:5]([C:8]2[C:15]3[C:14](=[O:16])[N:13]=[C:12]([C:17]4[CH:22]=[CH:21][C:20]([Cl:23])=[CH:19][CH:18]=4)[C:11]=3[C:10](=[O:24])[N:9]=2)=[CH:4][CH:3]=1.[C:25]([O:35]C([O-])=O)([O:27][CH:28]([CH2:30][CH2:31][CH2:32][CH2:33][CH3:34])[CH3:29])=O. (5) The reactants are: B(Cl)(Cl)Cl.ClCCl.[Cl:8][C:9]1[CH:10]=[C:11]2[C:16](=[CH:17][C:18]=1[O:19][C:20]1[CH:25]=[CH:24][C:23]([C:26](=[O:39])[NH:27][CH2:28][CH2:29][C:30]3[CH:35]=[CH:34][C:33]([Cl:36])=[CH:32][C:31]=3[O:37]C)=[CH:22][CH:21]=1)[O:15][CH2:14][CH2:13][CH:12]2[C:40]([OH:42])=[O:41]. Given the product [Cl:8][C:9]1[CH:10]=[C:11]2[C:16](=[CH:17][C:18]=1[O:19][C:20]1[CH:25]=[CH:24][C:23]([C:26](=[O:39])[NH:27][CH2:28][CH2:29][C:30]3[CH:35]=[CH:34][C:33]([Cl:36])=[CH:32][C:31]=3[OH:37])=[CH:22][CH:21]=1)[O:15][CH2:14][CH2:13][CH:12]2[C:40]([OH:42])=[O:41], predict the reactants needed to synthesize it. (6) Given the product [CH:1]([O:4][C:5]([N:7]1[CH:8]([CH2:33][CH3:34])[CH2:9][CH:10]([N:15]([CH2:18][C:19]2[CH:20]=[C:21]([C:29]([F:32])([F:30])[F:31])[CH:22]=[C:23]([C:25]([F:28])([F:26])[F:27])[CH:24]=2)[C:16]2[N:37]=[N:38][NH:39][N:17]=2)[CH2:11][CH:12]1[CH2:13][CH3:14])=[O:6])([CH3:3])[CH3:2], predict the reactants needed to synthesize it. The reactants are: [CH:1]([O:4][C:5]([N:7]1[CH:12]([CH2:13][CH3:14])[CH2:11][CH:10]([N:15]([CH2:18][C:19]2[CH:24]=[C:23]([C:25]([F:28])([F:27])[F:26])[CH:22]=[C:21]([C:29]([F:32])([F:31])[F:30])[CH:20]=2)[C:16]#[N:17])[CH2:9][CH:8]1[CH2:33][CH3:34])=[O:6])([CH3:3])[CH3:2].[Cl-].[NH4+].[N-:37]=[N+:38]=[N-:39].[Na+].O.